From a dataset of Full USPTO retrosynthesis dataset with 1.9M reactions from patents (1976-2016). Predict the reactants needed to synthesize the given product. Given the product [Cl:7][C:8]1[N:13]=[C:12]([NH:14][CH2:15][CH3:16])[C:11]([CH2:17][OH:18])=[CH:10][N:9]=1, predict the reactants needed to synthesize it. The reactants are: [H-].[H-].[H-].[H-].[Li+].[Al+3].[Cl:7][C:8]1[N:13]=[C:12]([NH:14][CH2:15][CH3:16])[C:11]([C:17](OCC)=[O:18])=[CH:10][N:9]=1.